This data is from Full USPTO retrosynthesis dataset with 1.9M reactions from patents (1976-2016). The task is: Predict the reactants needed to synthesize the given product. (1) Given the product [C:1]([O:5][C:6]([N:8]([CH3:44])[C:9]1[CH:10]=[C:11]2[N:17]([C:18](=[O:30])[C:19]3[C:24]([C:25]([F:26])([F:27])[F:28])=[CH:23][CH:22]=[CH:21][C:20]=3[Cl:29])[N:16]=[C:15]([C:31]3[CH:40]=[CH:39][C:34]([C:35]([O:37][CH3:38])=[O:36])=[CH:33][C:32]=3[F:41])[C:12]2=[N:13][CH:14]=1)=[O:7])([CH3:4])([CH3:2])[CH3:3], predict the reactants needed to synthesize it. The reactants are: [C:1]([O:5][C:6]([NH:8][C:9]1[CH:10]=[C:11]2[N:17]([C:18](=[O:30])[C:19]3[C:24]([C:25]([F:28])([F:27])[F:26])=[CH:23][CH:22]=[CH:21][C:20]=3[Cl:29])[N:16]=[C:15]([C:31]3[CH:40]=[CH:39][C:34]([C:35]([O:37][CH3:38])=[O:36])=[CH:33][C:32]=3[F:41])[C:12]2=[N:13][CH:14]=1)=[O:7])([CH3:4])([CH3:3])[CH3:2].[H-].[Na+].[CH3:44]I. (2) The reactants are: [NH2:1][C:2]1[CH:3]=[C:4]([C:11]([F:14])([F:13])[F:12])[CH:5]=[C:6]([N+:8]([O-:10])=[O:9])[CH:7]=1.C(N(CC)CC)C.[C:22](O[C:22]([O:24][C:25]([CH3:28])([CH3:27])[CH3:26])=[O:23])([O:24][C:25]([CH3:28])([CH3:27])[CH3:26])=[O:23]. Given the product [N+:8]([C:6]1[CH:7]=[C:2]([NH:1][C:22](=[O:23])[O:24][C:25]([CH3:28])([CH3:27])[CH3:26])[CH:3]=[C:4]([C:11]([F:12])([F:13])[F:14])[CH:5]=1)([O-:10])=[O:9], predict the reactants needed to synthesize it. (3) Given the product [ClH:1].[C:10]([C:11]1[CH:12]=[C:13]([NH2:14])[N:7]([CH2:6][CH:3]2[CH2:5][CH2:4]2)[N:8]=1)([CH3:17])([CH3:16])[CH3:9], predict the reactants needed to synthesize it. The reactants are: [ClH:1].Cl.[CH:3]1([CH2:6][NH:7][NH2:8])[CH2:5][CH2:4]1.[CH3:9][C:10]([CH3:17])([CH3:16])[C:11](=O)[CH2:12][C:13]#[N:14]. (4) Given the product [CH2:21]([O:20][C:14]([C:15]1[C:4]([CH2:5][CH2:6][CH2:7][C:8]([OH:10])=[O:9])=[CH:3][NH:2][C:16]=1[CH3:18])=[O:19])[CH3:22], predict the reactants needed to synthesize it. The reactants are: Cl.[NH2:2][CH2:3][C:4](=O)[CH2:5][CH2:6][CH2:7][C:8]([OH:10])=[O:9].[OH-].[Na+].[C:14]([O:20][CH2:21][CH3:22])(=[O:19])[CH2:15][C:16]([CH3:18])=O.C([O-])([O-])=O.[Na+].[Na+]. (5) Given the product [CH3:1][N:3]1[C:28]([CH3:41])=[CH:29][C:30](=[O:40])[C:31]([O:32][CH2:33][C:34]2[CH:39]=[CH:38][CH:37]=[CH:36][CH:35]=2)=[C:26]1[CH:23]([O:22][CH3:21])[CH2:24][CH3:25], predict the reactants needed to synthesize it. The reactants are: [CH2:1]([N:3]1C=CC(=O)C(OCC2C=CC=CC=2)=C1COC)C.[CH3:21][O:22][CH:23]([C:26]1O[C:28]([CH3:41])=[CH:29][C:30](=[O:40])[C:31]=1[O:32][CH2:33][C:34]1[CH:39]=[CH:38][CH:37]=[CH:36][CH:35]=1)[CH2:24][CH3:25].CN.